Task: Predict the reaction yield, written as a fraction of the theoretical maximum amount of product (1.0 means a 100% yield; for example, 0.34 means a 34% yield).. Dataset: Reaction yield outcomes from USPTO patents with 853,638 reactions (1) The reactants are [NH2:1][C:2]1[CH:7]=[CH:6][C:5]([OH:8])=[CH:4][C:3]=1[N+:9]([O-:11])=[O:10].Br[CH2:13][CH2:14][CH:15]([CH3:17])[CH3:16].O[Li].O. The catalyst is CCO. The product is [CH3:16][CH:15]([CH3:17])[CH2:14][CH2:13][O:8][C:5]1[CH:6]=[CH:7][C:2]([NH2:1])=[C:3]([N+:9]([O-:11])=[O:10])[CH:4]=1. The yield is 0.910. (2) The reactants are C(=O)(O)[O-].[Na+].[CH3:6][O:7][C:8](=[O:18])[CH2:9][CH2:10][CH2:11][CH2:12][CH2:13][CH2:14][C:15]([OH:17])=[O:16].Br[CH2:20][C:21]([C:23]1[CH:28]=[CH:27][CH:26]=[CH:25][CH:24]=1)=[O:22]. The catalyst is O.CO.CC(C)=O. The product is [O:22]=[C:21]([C:23]1[CH:28]=[CH:27][CH:26]=[CH:25][CH:24]=1)[CH2:20][O:17][C:15](=[O:16])[CH2:14][CH2:13][CH2:12][CH2:11][CH2:10][CH2:9][C:8]([O:7][CH3:6])=[O:18]. The yield is 0.900. (3) The reactants are [Br:1][C:2]1[CH:3]=[C:4]([NH:8][C:9]2[C:21]3[C:20]4[C:15](=[CH:16][CH:17]=[CH:18][CH:19]=4)[NH:14][C:13]=3[N:12]=[C:11]([NH:22]C(=O)C(C)(C)C)[N:10]=2)[CH:5]=[CH:6][CH:7]=1.[OH-].[Na+]. The catalyst is C(Cl)(Cl)Cl.CO. The product is [Br:1][C:2]1[CH:3]=[C:4]([NH:8][C:9]2[C:21]3[C:20]4[C:15](=[CH:16][CH:17]=[CH:18][CH:19]=4)[NH:14][C:13]=3[N:12]=[C:11]([NH2:22])[N:10]=2)[CH:5]=[CH:6][CH:7]=1. The yield is 0.760. (4) The reactants are C(O[C:6]([N:8]([CH2:13][C:14]([N:16]1[CH2:20][CH2:19][CH2:18][C@H:17]1[C:21]#[N:22])=[O:15])[CH2:9][CH:10]([CH3:12])[CH3:11])=[O:7])(C)(C)C.C(N(CC)CC)C.C(Cl)(=O)[C:31]1[C:32]([O:37][CH3:38])=[CH:33][CH:34]=[CH:35][CH:36]=1. The catalyst is FC(F)(F)C(O)=O. The product is [CH3:38][O:37][C:32]1[CH:33]=[CH:34][CH:35]=[CH:36][C:31]=1[C:6]([N:8]([CH2:13][C:14]([N:16]1[CH2:20][CH2:19][CH2:18][C@H:17]1[C:21]#[N:22])=[O:15])[CH2:9][CH:10]([CH3:11])[CH3:12])=[O:7]. The yield is 0.660. (5) The reactants are NC1N=CN=C2N(C[C:13]3[N:14]([CH:25]([CH3:27])[CH3:26])[C:15](=[O:24])[C:16]4[C:21]([CH:22]=3)=[CH:20][CH:19]=[CH:18][C:17]=4[CH3:23])N=C(I)C=12.CC1(C)C(C)(C)OB(C2C=C(O)C=CC=2)O1.C1C=CC(P(C2C=CC=CC=2)C2C=CC=CC=2)=CC=1.C([O-])([O-])=O.[Na+].[Na+]. The catalyst is CN(C=O)C.C(O)C.O.CC([O-])=O.CC([O-])=O.[Pd+2]. The product is [CH:25]([N:14]1[CH:13]=[CH:22][C:21]2[C:16](=[C:17]([CH3:23])[CH:18]=[CH:19][CH:20]=2)[C:15]1=[O:24])([CH3:27])[CH3:26]. The yield is 0.610. (6) The reactants are [CH3:1][O:2][C:3]1[CH:8]=[CH:7][CH:6]=[CH:5][C:4]=1[CH:9]1[CH2:14][CH2:13][NH:12][CH2:11][CH2:10]1.Cl[CH2:16][C:17]1[NH:18][C:19]2[CH:25]=[CH:24][CH:23]=[CH:22][C:20]=2[N:21]=1.C([O-])([O-])=O.[Cs+].[Cs+].O. The catalyst is CN(C=O)C. The product is [CH3:1][O:2][C:3]1[CH:8]=[CH:7][CH:6]=[CH:5][C:4]=1[CH:9]1[CH2:14][CH2:13][N:12]([CH2:16][C:17]2[NH:21][C:20]3[CH:22]=[CH:23][CH:24]=[CH:25][C:19]=3[N:18]=2)[CH2:11][CH2:10]1. The yield is 0.250. (7) The reactants are [Br:1][C:2]1[N:3]=[C:4]([C:9]#[C:10][Si](C)(C)C)[C:5]([NH2:8])=[N:6][CH:7]=1.[H-].[Na+].[C:17]1([CH3:27])[CH:22]=[CH:21][C:20]([S:23](Cl)(=[O:25])=[O:24])=[CH:19][CH:18]=1. The catalyst is CN(C=O)C. The product is [Br:1][C:2]1[N:3]=[C:4]2[CH:9]=[CH:10][N:8]([S:23]([C:20]3[CH:21]=[CH:22][C:17]([CH3:27])=[CH:18][CH:19]=3)(=[O:25])=[O:24])[C:5]2=[N:6][CH:7]=1. The yield is 0.520. (8) The reactants are Cl.[CH2:2]([O:4][C:5]([C@@H:7]1[C@@H:11]([C:12](=[O:28])[NH:13][C:14]2[CH:19]=[CH:18][C:17]([N:20]3[CH:25]=[CH:24][CH:23]=[CH:22][C:21]3=[O:26])=[CH:16][C:15]=2[F:27])[CH2:10][NH:9][CH2:8]1)=[O:6])[CH3:3].C([O-])([O-])=O.[K+].[K+].Br[CH2:36][C:37]([NH:39][C:40]1[CH:45]=[CH:44][C:43]([Cl:46])=[CH:42][N:41]=1)=[O:38]. The catalyst is C(#N)C. The product is [CH2:2]([O:4][C:5]([C@@H:7]1[C@@H:11]([C:12](=[O:28])[NH:13][C:14]2[CH:19]=[CH:18][C:17]([N:20]3[CH:25]=[CH:24][CH:23]=[CH:22][C:21]3=[O:26])=[CH:16][C:15]=2[F:27])[CH2:10][N:9]([CH2:36][C:37](=[O:38])[NH:39][C:40]2[CH:45]=[CH:44][C:43]([Cl:46])=[CH:42][N:41]=2)[CH2:8]1)=[O:6])[CH3:3]. The yield is 0.463. (9) The reactants are [CH2:1]([C:3]1[CH:4]=[C:5]2[C:9](=[CH:10][CH:11]=1)[NH:8][CH2:7][CH2:6]2)[CH3:2].[N+:12]([O-])([O-:14])=[O:13].[K+].[OH-].[Na+]. The catalyst is OS(O)(=O)=O. The product is [CH2:1]([C:3]1[CH:4]=[C:5]2[C:9](=[CH:10][C:11]=1[N+:12]([O-:14])=[O:13])[NH:8][CH2:7][CH2:6]2)[CH3:2]. The yield is 0.580.